This data is from Forward reaction prediction with 1.9M reactions from USPTO patents (1976-2016). The task is: Predict the product of the given reaction. (1) Given the reactants Br[C:2]1[CH:3]=[C:4]2[C:8](=[CH:9][CH:10]=1)[C@@H:7]([OH:11])[CH2:6][CH2:5]2.[CH3:12][C:13]1[CH:18]=[CH:17][CH:16]=[C:15]([CH3:19])[C:14]=1B(O)O, predict the reaction product. The product is: [CH3:12][C:13]1[CH:18]=[CH:17][CH:16]=[C:15]([CH3:19])[C:14]=1[C:2]1[CH:3]=[C:4]2[C:8](=[CH:9][CH:10]=1)[C@@H:7]([OH:11])[CH2:6][CH2:5]2. (2) Given the reactants [I:1][C:2]1[CH:7]=[CH:6][C:5]([C:8]2[NH:12][C:11]([C@@H:13]([N:22]3[C:26](=[O:27])[C@@H:25]([CH2:28][C:29]([OH:31])=O)[NH:24][C:23]3=[O:32])[C@H:14]([C:16]3[CH:21]=[CH:20][CH:19]=[CH:18][CH:17]=3)[CH3:15])=[N:10][CH:9]=2)=[CH:4][CH:3]=1.[CH:33]([O:35][CH2:36][CH2:37][O:38][NH2:39])=[CH2:34].C(N(CC)C(C)C)(C)C, predict the reaction product. The product is: [I:1][C:2]1[CH:3]=[CH:4][C:5]([C:8]2[NH:12][C:11]([C@@H:13]([N:22]3[C:26](=[O:27])[C@@H:25]([CH2:28][C:29]([NH:39][O:38][CH2:37][CH2:36][O:35][CH:33]=[CH2:34])=[O:31])[NH:24][C:23]3=[O:32])[C@H:14]([C:16]3[CH:17]=[CH:18][CH:19]=[CH:20][CH:21]=3)[CH3:15])=[N:10][CH:9]=2)=[CH:6][CH:7]=1.